This data is from Reaction yield outcomes from USPTO patents with 853,638 reactions. The task is: Predict the reaction yield, written as a fraction of the theoretical maximum amount of product (1.0 means a 100% yield; for example, 0.34 means a 34% yield). (1) The reactants are [ClH:1].CCOCC.C(OC(=O)[NH:13][C@@H:14]1[C:20](=[O:21])[N:19]([CH2:22][C:23]2[C:32]3[C:27](=[CH:28][CH:29]=[CH:30][CH:31]=3)[N:26]=[CH:25][C:24]=2[O:33][CH3:34])[C:18]2[CH:35]=[CH:36][CH:37]=[CH:38][C:17]=2[CH2:16][CH2:15]1)(C)(C)C. The catalyst is CO. The product is [ClH:1].[ClH:1].[NH2:13][C@@H:14]1[C:20](=[O:21])[N:19]([CH2:22][C:23]2[C:32]3[C:27](=[CH:28][CH:29]=[CH:30][CH:31]=3)[N:26]=[CH:25][C:24]=2[O:33][CH3:34])[C:18]2[CH:35]=[CH:36][CH:37]=[CH:38][C:17]=2[CH2:16][CH2:15]1. The yield is 1.00. (2) The catalyst is C1(C)C=CC=CC=1.O.C1C=CC([P]([Pd]([P](C2C=CC=CC=2)(C2C=CC=CC=2)C2C=CC=CC=2)([P](C2C=CC=CC=2)(C2C=CC=CC=2)C2C=CC=CC=2)[P](C2C=CC=CC=2)(C2C=CC=CC=2)C2C=CC=CC=2)(C2C=CC=CC=2)C2C=CC=CC=2)=CC=1. The reactants are FC(F)(F)S(O[C:7]1[C:12]([C:13](=[O:15])[CH3:14])=[CH:11][C:10]([Cl:16])=[C:9]([CH3:17])[C:8]=1[C:18]#[N:19])(=O)=O.[F:22][C:23]1[CH:24]=[C:25](B(O)O)[CH:26]=[C:27]([F:29])[CH:28]=1.[Na].C([O-])(O)=O.[Na+].N#N. The yield is 0.990. The product is [C:13]([C:12]1[CH:11]=[C:10]([Cl:16])[C:9]([CH3:17])=[C:8]([C:18]#[N:19])[C:7]=1[C:25]1[CH:24]=[C:23]([F:22])[CH:28]=[C:27]([F:29])[CH:26]=1)(=[O:15])[CH3:14]. (3) The reactants are C1C=CC(/C=N\O)=CC=1.[C:10](=[O:13])([O-])[O-].[Cs+].[Cs+].[I:16][C:17]1[CH:22]=C([N+]([O-])=O)[CH:20]=[C:19]([S:26]([CH3:29])(=[O:28])=[O:27])[CH:18]=1. The catalyst is CN(C=O)C.CCOC(C)=O. The product is [I:16][C:17]1[CH:22]=[C:10]([OH:13])[CH:20]=[C:19]([S:26]([CH3:29])(=[O:28])=[O:27])[CH:18]=1. The yield is 0.550. (4) The reactants are [CH3:1][C:2]1[CH:7]=[C:6]([CH3:8])[CH:5]=[CH:4][C:3]=1[CH:9]([C:23]1[CH:28]=[CH:27][CH:26]=[CH:25][CH:24]=1)[NH:10][C:11](=[O:22])[CH2:12][C:13]1[CH:18]=[CH:17][C:16]([N+:19]([O-])=O)=[CH:15][CH:14]=1.CN(C=O)C. The catalyst is [NH4+].[Cl-].[Zn]. The product is [NH2:19][C:16]1[CH:17]=[CH:18][C:13]([CH2:12][C:11]([NH:10][CH:9]([C:3]2[CH:4]=[CH:5][C:6]([CH3:8])=[CH:7][C:2]=2[CH3:1])[C:23]2[CH:28]=[CH:27][CH:26]=[CH:25][CH:24]=2)=[O:22])=[CH:14][CH:15]=1. The yield is 0.960. (5) The reactants are [F:1][C:2]1[CH:24]=[CH:23][C:5]([O:6][C:7]2[CH:8]=[C:9]3[C:13](=[CH:14][C:15]=2[C:16](N)=[O:17])[N:12]([CH2:19][CH:20]([CH3:22])[CH3:21])[N:11]=[CH:10]3)=[CH:4][CH:3]=1.C(N1C=CN=C1)(N1C=CN=C1)=O.[CH3:37][NH:38][CH:39]1[CH2:44][CH2:43][N:42]([CH3:45])[CH2:41][CH2:40]1. The catalyst is C1COCC1. The product is [CH3:37][N:38]([CH:39]1[CH2:44][CH2:43][N:42]([CH3:45])[CH2:41][CH2:40]1)[C:16]([C:15]1[CH:14]=[C:13]2[C:9]([CH:10]=[N:11][N:12]2[CH2:19][CH:20]([CH3:22])[CH3:21])=[CH:8][C:7]=1[O:6][C:5]1[CH:4]=[CH:3][C:2]([F:1])=[CH:24][CH:23]=1)=[O:17]. The yield is 0.0300. (6) The reactants are [F:1][C:2]1[CH:11]=[CH:10][C:9]([NH:12][S:13]([C:16]2[CH:21]=[CH:20][C:19]([C:22]([F:25])([F:24])[F:23])=[CH:18][C:17]=2[N+:26]([O-])=O)(=[O:15])=[O:14])=[C:8]2[C:3]=1[CH:4]=[CH:5][CH:6]=[N:7]2.Cl[Sn]Cl.Cl. The catalyst is CCO. The product is [NH2:26][C:17]1[CH:18]=[C:19]([C:22]([F:24])([F:23])[F:25])[CH:20]=[CH:21][C:16]=1[S:13]([NH:12][C:9]1[CH:10]=[CH:11][C:2]([F:1])=[C:3]2[C:8]=1[N:7]=[CH:6][CH:5]=[CH:4]2)(=[O:14])=[O:15]. The yield is 0.520. (7) The reactants are [Br:1][C:2]1[CH:11]=[CH:10][C:5]2[N:6]=[C:7](Cl)[S:8][C:4]=2[CH:3]=1.C(N(CC)CC)C.[CH:19]1([N:24]2[CH2:29][CH2:28][NH:27][CH2:26][CH2:25]2)[CH2:23][CH2:22][CH2:21][CH2:20]1. The catalyst is C(O)C. The product is [Br:1][C:2]1[CH:11]=[CH:10][C:5]2[N:6]=[C:7]([N:27]3[CH2:28][CH2:29][N:24]([CH:19]4[CH2:23][CH2:22][CH2:21][CH2:20]4)[CH2:25][CH2:26]3)[S:8][C:4]=2[CH:3]=1. The yield is 0.990.